From a dataset of Full USPTO retrosynthesis dataset with 1.9M reactions from patents (1976-2016). Predict the reactants needed to synthesize the given product. (1) Given the product [CH3:18][O:17][C:16]1[CH:15]=[CH:14][CH:13]=[C:12]([O:19][CH3:20])[C:11]=1[CH:2]1[N:1]([CH2:31][C:30]2[CH:29]=[CH:28][C:27]([O:26][C:22]([F:21])([F:35])[CH:23]([F:24])[F:25])=[CH:34][CH:33]=2)[C:5](=[O:7])[CH:4]([CH3:10])[CH2:3]1, predict the reactants needed to synthesize it. The reactants are: [NH2:1][CH:2]([C:11]1[C:16]([O:17][CH3:18])=[CH:15][CH:14]=[CH:13][C:12]=1[O:19][CH3:20])[CH2:3][CH:4]([CH3:10])[C:5]([O:7]CC)=O.[F:21][C:22]([F:35])([O:26][C:27]1[CH:34]=[CH:33][C:30]([CH:31]=O)=[CH:29][CH:28]=1)[CH:23]([F:25])[F:24]. (2) Given the product [CH:21]1([CH2:25][N:26]([CH2:27][CH3:28])[C:8]2[C:17]([CH:18]=[O:19])=[CH:16][C:15]3[C:10](=[C:11]([CH3:20])[CH:12]=[CH:13][CH:14]=3)[N:9]=2)[CH2:24][CH2:23][CH2:22]1, predict the reactants needed to synthesize it. The reactants are: C(=O)([O-])[O-].[K+].[K+].Cl[C:8]1[C:17]([CH:18]=[O:19])=[CH:16][C:15]2[C:10](=[C:11]([CH3:20])[CH:12]=[CH:13][CH:14]=2)[N:9]=1.[CH:21]1([CH2:25][NH:26][CH2:27][CH3:28])[CH2:24][CH2:23][CH2:22]1.O. (3) Given the product [CH2:3]([CH:12]([C:13](=[O:15])[CH3:14])[C:9](=[O:11])[CH3:10])[CH3:4], predict the reactants needed to synthesize it. The reactants are: O=O.[CH3:3][C:4](C)([O-])C.[K+].[C:9]([CH2:12][C:13](=[O:15])[CH3:14])(=[O:11])[CH3:10].ICC.